Dataset: Forward reaction prediction with 1.9M reactions from USPTO patents (1976-2016). Task: Predict the product of the given reaction. (1) Given the reactants [F:1][C:2]1[CH:10]=[CH:9][CH:8]=[C:7]([CH3:11])[C:3]=1[C:4]([OH:6])=O.CN(C(ON1N=NC2C=CC=CC1=2)=[N+](C)C)C.[B-](F)(F)(F)F.Cl.Cl.[CH3:36][N:37]1[CH:41]2[CH2:42][CH2:43][C:38]1([CH:44]([C:46]1[CH:51]=[CH:50][CH:49]=[CH:48][CH:47]=1)[NH2:45])[CH2:39][CH2:40]2.C(N(CC)C(C)C)(C)C, predict the reaction product. The product is: [F:1][C:2]1[CH:10]=[CH:9][CH:8]=[C:7]([CH3:11])[C:3]=1[C:4]([NH:45][C@@H:44]([C:38]12[N:37]([CH3:36])[CH:41]([CH2:40][CH2:39]1)[CH2:42][CH2:43]2)[C:46]1[CH:51]=[CH:50][CH:49]=[CH:48][CH:47]=1)=[O:6]. (2) Given the reactants Cl.[F:2][C:3]1([F:13])[CH2:7][NH:6][C@@H:5]([CH2:8][CH2:9][C:10]([OH:12])=[O:11])[CH2:4]1.Br[CH2:15][C:16]1[NH:21][C:20]([C:22]2[S:23][CH:24]=[CH:25][N:26]=2)=[N:19][C@@H:18]([C:27]2[CH:32]=[CH:31][C:30]([F:33])=[CH:29][C:28]=2[Cl:34])[C:17]=1[C:35]([O:37][CH3:38])=[O:36].C(=O)([O-])[O-].[K+].[K+], predict the reaction product. The product is: [Cl:34][C:28]1[CH:29]=[C:30]([F:33])[CH:31]=[CH:32][C:27]=1[C@@H:18]1[N:19]=[C:20]([C:22]2[S:23][CH:24]=[CH:25][N:26]=2)[NH:21][C:16]([CH2:15][N:6]2[CH2:7][C:3]([F:2])([F:13])[CH2:4][C@@H:5]2[CH2:8][CH2:9][C:10]([OH:12])=[O:11])=[C:17]1[C:35]([O:37][CH3:38])=[O:36]. (3) Given the reactants [CH3:1][O:2][C:3]1[CH:7]=[C:6]([C:8]([O:10]C)=[O:9])[N:5]([CH3:12])[N:4]=1.[OH-].[Na+].Cl, predict the reaction product. The product is: [CH3:1][O:2][C:3]1[CH:7]=[C:6]([C:8]([OH:10])=[O:9])[N:5]([CH3:12])[N:4]=1. (4) The product is: [CH:21](/[C:2]1[N:3]=[C:4]2[CH:10]=[CH:9][N:8]([S:11]([C:14]3[CH:20]=[CH:19][C:17]([CH3:18])=[CH:16][CH:15]=3)(=[O:13])=[O:12])[C:5]2=[N:6][CH:7]=1)=[CH:22]\[C:23]1[CH:28]=[CH:27][CH:26]=[CH:25][CH:24]=1. Given the reactants Br[C:2]1[N:3]=[C:4]2[CH:10]=[CH:9][N:8]([S:11]([C:14]3[CH:20]=[CH:19][C:17]([CH3:18])=[CH:16][CH:15]=3)(=[O:13])=[O:12])[C:5]2=[N:6][CH:7]=1.[CH:21](/B(O)O)=[CH:22]\[C:23]1[CH:28]=[CH:27][CH:26]=[CH:25][CH:24]=1.C([O-])([O-])=O.[Na+].[Na+].O, predict the reaction product.